From a dataset of Forward reaction prediction with 1.9M reactions from USPTO patents (1976-2016). Predict the product of the given reaction. (1) Given the reactants C(O[C:9]([N:11]1C=CC=[C:13]([C:17]([O:19][C:20]([CH3:23])([CH3:22])[CH3:21])=[O:18])[N:12]1[C:24](=[O:49])[CH:25]([N:38]1[C:42](=[O:43])[C:41]2=[CH:44][CH:45]=[CH:46][CH:47]=[C:40]2[C:39]1=[O:48])[CH2:26]NC(OCC1C=CC=CC=1)=O)=O)C1C=CC=CC=1.C=O, predict the reaction product. The product is: [O:49]=[C:24]1[N:12]2[C@@H:13]([C:17]([O:19][C:20]([CH3:22])([CH3:23])[CH3:21])=[O:18])[NH:12][CH2:24][CH2:25][CH2:26][N:11]2[CH2:9][CH2:26][C@@H:25]1[N:38]1[C:42](=[O:43])[C:41]2=[CH:44][CH:45]=[CH:46][CH:47]=[C:40]2[C:39]1=[O:48]. (2) Given the reactants [CH3:1][CH:2]([CH3:43])[CH2:3][S:4]([N:7](S(CC(C)C)(=O)=O)[C:8]1[C:16]2[C:11](=[CH:12][CH:13]=[C:14]([CH:17]3[C:22]([C:23]#[N:24])=[C:21]([CH3:25])[NH:20][C:19]([CH3:26])=[C:18]3[C:27]#[N:28])[CH:15]=2)[N:10](C(OC(C)(C)C)=O)[N:9]=1)(=[O:6])=[O:5].FC(F)(F)C(O)=O, predict the reaction product. The product is: [C:23]([C:22]1[CH:17]([C:14]2[CH:15]=[C:16]3[C:11](=[CH:12][CH:13]=2)[NH:10][N:9]=[C:8]3[NH:7][S:4]([CH2:3][CH:2]([CH3:43])[CH3:1])(=[O:6])=[O:5])[C:18]([C:27]#[N:28])=[C:19]([CH3:26])[NH:20][C:21]=1[CH3:25])#[N:24]. (3) Given the reactants C([O:3][C:4](=[O:32])[CH:5]([C:10]1[CH:11]=[C:12]([C:22]2[CH:27]=[CH:26][C:25]([C:28]([F:31])([F:30])[F:29])=[CH:24][CH:23]=2)[CH:13]=[C:14]([CH:16]2[CH2:21][CH2:20][NH:19][CH2:18][CH2:17]2)[CH:15]=1)[CH2:6][CH:7]([CH3:9])[CH3:8])C.[OH-].[Na+], predict the reaction product. The product is: [CH3:8][CH:7]([CH3:9])[CH2:6][CH:5]([C:10]1[CH:11]=[C:12]([C:22]2[CH:23]=[CH:24][C:25]([C:28]([F:31])([F:29])[F:30])=[CH:26][CH:27]=2)[CH:13]=[C:14]([CH:16]2[CH2:17][CH2:18][NH:19][CH2:20][CH2:21]2)[CH:15]=1)[C:4]([OH:32])=[O:3]. (4) Given the reactants [F:1][C:2]([F:7])([F:6])[C:3]([OH:5])=[O:4].[F:8][C:9]([F:14])([F:13])[C:10]([OH:12])=[O:11].[Cl:15][C:16]1[CH:17]=[N:18][C:19]2[NH:20][C:21]3[CH:22]=[CH:23][CH:24]=[C:25]([CH:43]=3)[CH2:26][CH2:27][C:28]3[CH:36]=[C:32]([NH:33][C:34]=1[N:35]=2)[CH:31]=[CH:30][C:29]=3[N:37]1[CH2:42][CH2:41][NH:40][CH2:39][CH2:38]1.[N:44]([C:47]1[CH:54]=[CH:53][C:50]([C:51]#[N:52])=[CH:49][CH:48]=1)=[C:45]=[O:46], predict the reaction product. The product is: [F:1][C:2]([F:7])([F:6])[C:3]([OH:5])=[O:4].[F:8][C:9]([F:14])([F:13])[C:10]([OH:12])=[O:11].[Cl:15][C:16]1[CH:17]=[N:18][C:19]2[NH:20][C:21]3[CH:22]=[CH:23][CH:24]=[C:25]([CH:43]=3)[CH2:26][CH2:27][C:28]3[CH:36]=[C:32]([NH:33][C:34]=1[N:35]=2)[CH:31]=[CH:30][C:29]=3[N:37]1[CH2:42][CH2:41][N:40]([C:45]([NH:44][C:47]2[CH:54]=[CH:53][C:50]([C:51]#[N:52])=[CH:49][CH:48]=2)=[O:46])[CH2:39][CH2:38]1.